Dataset: Catalyst prediction with 721,799 reactions and 888 catalyst types from USPTO. Task: Predict which catalyst facilitates the given reaction. (1) Reactant: [Cl-:1].[CH3:2][N+:3]([CH3:13])([CH3:12])[CH2:4][C:5]1([CH3:11])[CH2:9][O:8][C:7](=[O:10])[NH:6]1.C(O[Cl:19])(C)(C)C. Product: [Cl-:19].[Cl:1][N:6]1[C:5]([CH2:4][N+:3]([CH3:13])([CH3:12])[CH3:2])([CH3:11])[CH2:9][O:8][C:7]1=[O:10]. The catalyst class is: 5. (2) Reactant: [CH2:1]([NH2:10])[CH2:2][CH2:3][CH2:4][CH2:5][CH2:6][CH2:7][CH2:8][CH3:9].C(#N)C.[CH2:14]=[C:15]([C:20]([F:23])([F:22])[F:21])[C:16]([F:19])([F:18])[F:17]. Product: [CH2:1]([NH:10][CH2:14][CH:15]([C:20]([F:23])([F:22])[F:21])[C:16]([F:19])([F:18])[F:17])[CH2:2][CH2:3][CH2:4][CH2:5][CH2:6][CH2:7][CH2:8][CH3:9]. The catalyst class is: 6. (3) Reactant: C([NH:5][C:6]1[C:15]2[CH:14]=[CH:13][CH:12]=[C:11]([C:16]([NH:18][C:19]3[CH:24]=[C:23]([NH:25][C:26](=[O:37])[C:27]4[CH:32]=[CH:31][CH:30]=[C:29]([C:33]([F:36])([F:35])[F:34])[CH:28]=4)[CH:22]=[CH:21][C:20]=3[CH3:38])=[O:17])[C:10]=2[CH:9]=[CH:8][N:7]=1)(C)(C)C.C(O)(C(F)(F)F)=O.C(=O)(O)[O-].[Na+]. Product: [NH2:5][C:6]1[C:15]2[CH:14]=[CH:13][CH:12]=[C:11]([C:16]([NH:18][C:19]3[CH:24]=[C:23]([NH:25][C:26](=[O:37])[C:27]4[CH:32]=[CH:31][CH:30]=[C:29]([C:33]([F:35])([F:34])[F:36])[CH:28]=4)[CH:22]=[CH:21][C:20]=3[CH3:38])=[O:17])[C:10]=2[CH:9]=[CH:8][N:7]=1. The catalyst class is: 54. (4) Reactant: [F:1][CH:2]([F:19])[C:3]1[N:4]=[C:5]([C:11]2[CH:16]=[CH:15][C:14]([O:17][CH3:18])=[CH:13][CH:12]=2)[S:6][C:7]=1[C:8](O)=[O:9]. Product: [F:19][CH:2]([F:1])[C:3]1[N:4]=[C:5]([C:11]2[CH:16]=[CH:15][C:14]([O:17][CH3:18])=[CH:13][CH:12]=2)[S:6][C:7]=1[CH2:8][OH:9]. The catalyst class is: 7. (5) Reactant: C(N(C(C)C)CC)(C)C.[Cl:10][CH2:11][CH2:12][CH2:13][CH:14]([C:18]1[CH:23]=[CH:22][C:21]([Cl:24])=[CH:20][CH:19]=1)[C:15]([OH:17])=O.C1N(P(Cl)(N2C(=O)OCC2)=O)C(=O)OC1.Cl.Cl.[CH3:42][O:43][C:44]1[CH:45]=[C:46](/[CH:56]=[CH:57]/[C:58]([NH:60][NH2:61])=O)[CH:47]=[CH:48][C:49]=1[N:50]1[CH:54]=[C:53]([CH3:55])[N:52]=[CH:51]1. Product: [Cl:10][CH2:11][CH2:12][CH2:13][CH:14]([C:15]1[O:17][C:58](/[CH:57]=[CH:56]/[C:46]2[CH:47]=[CH:48][C:49]([N:50]3[CH:54]=[C:53]([CH3:55])[N:52]=[CH:51]3)=[C:44]([O:43][CH3:42])[CH:45]=2)=[N:60][N:61]=1)[C:18]1[CH:23]=[CH:22][C:21]([Cl:24])=[CH:20][CH:19]=1. The catalyst class is: 34. (6) Reactant: [C:1]([O:5][C:6](=[O:24])[NH:7][C@@H:8]([C:13]1[CH:18]=[CH:17][C:16]([O:19][CH3:20])=[C:15]([O:21][CH2:22][CH3:23])[CH:14]=1)[CH2:9][C:10](=[O:12])[CH3:11])([CH3:4])([CH3:3])[CH3:2].[CH3:25][Li].CO. The catalyst class is: 1. Product: [C:1]([O:5][C:6](=[O:24])[NH:7][C@@H:8]([C:13]1[CH:18]=[CH:17][C:16]([O:19][CH3:20])=[C:15]([O:21][CH2:22][CH3:23])[CH:14]=1)[CH2:9][C:10]([OH:12])([CH3:25])[CH3:11])([CH3:4])([CH3:2])[CH3:3].